Task: Predict the reaction yield, written as a fraction of the theoretical maximum amount of product (1.0 means a 100% yield; for example, 0.34 means a 34% yield).. Dataset: Reaction yield outcomes from USPTO patents with 853,638 reactions (1) The reactants are [Cl:1][C:2]1[CH:3]=[C:4]2[C:8](=[CH:9][CH:10]=1)[NH:7][CH:6]=[C:5]2[CH2:11][CH2:12][NH:13][C:14](=[O:22])[C:15]1[CH:20]=[CH:19][C:18](I)=[CH:17][CH:16]=1.[OH:23][C:24]1[CH:29]=[CH:28][C:27](B(O)O)=[CH:26][CH:25]=1.C(=O)([O-])[O-].[Na+].[Na+]. The catalyst is C(COC)OC.O.C1C=CC([P]([Pd]([P](C2C=CC=CC=2)(C2C=CC=CC=2)C2C=CC=CC=2)([P](C2C=CC=CC=2)(C2C=CC=CC=2)C2C=CC=CC=2)[P](C2C=CC=CC=2)(C2C=CC=CC=2)C2C=CC=CC=2)(C2C=CC=CC=2)C2C=CC=CC=2)=CC=1. The product is [Cl:1][C:2]1[CH:3]=[C:4]2[C:8](=[CH:9][CH:10]=1)[NH:7][CH:6]=[C:5]2[CH2:11][CH2:12][NH:13][C:14]([C:15]1[CH:20]=[CH:19][C:18]([C:27]2[CH:28]=[CH:29][C:24]([OH:23])=[CH:25][CH:26]=2)=[CH:17][CH:16]=1)=[O:22]. The yield is 0.260. (2) The reactants are [N:1]1[CH:2]=[CH:3][N:4]2[CH:9]=[C:8]([CH2:10][O:11][C:12]3[CH:17]=[CH:16][N+:15]([O-])=[CH:14][CH:13]=3)[CH:7]=[CH:6][C:5]=12.C(OC(=O)C)(=[O:21])C. No catalyst specified. The product is [N:1]1[CH:2]=[CH:3][N:4]2[CH:9]=[C:8]([CH2:10][O:11][C:12]3[CH:17]=[CH:16][NH:15][C:14](=[O:21])[CH:13]=3)[CH:7]=[CH:6][C:5]=12. The yield is 0.280. (3) The catalyst is O1CCCC1. The product is [C:1]([C:4]1[CH:9]=[CH:8][C:7]([NH:10][C:11]2[N:42]([CH2:43][CH2:44][CH:45]3[O:46][CH2:47][CH2:48][O:49]3)[C:24]3[CH:25]=[C:26]([C:27]([N:29]([CH2:30][CH2:31][CH:32]([CH3:34])[CH3:33])[CH2:35][CH2:36][CH:37]([CH3:38])[CH3:39])=[O:28])[CH:40]=[CH:41][C:23]=3[N:22]=2)=[CH:6][CH:5]=1)(=[O:3])[CH3:2]. The yield is 0.660. The reactants are [C:1]([C:4]1[CH:9]=[CH:8][C:7]([N:10]=[C:11]=S)=[CH:6][CH:5]=1)(=[O:3])[CH3:2].C(N=C=NC(C)C)(C)C.[NH2:22][C:23]1[CH:41]=[CH:40][C:26]([C:27]([N:29]([CH2:35][CH2:36][CH:37]([CH3:39])[CH3:38])[CH2:30][CH2:31][CH:32]([CH3:34])[CH3:33])=[O:28])=[CH:25][C:24]=1[NH:42][CH2:43][CH2:44][CH:45]1[O:49][CH2:48][CH2:47][O:46]1. (4) The reactants are [F:1][C:2]1[CH:7]=[CH:6][C:5]([N:8]([CH2:16][CH2:17][OH:18])[CH2:9][CH2:10][CH2:11][C:12](OC)=O)=[CH:4][CH:3]=1.C(=O)(O)O.[NH2:23][NH:24][C:25]([NH2:27])=[NH:26].N1C=CC=CC=1. The catalyst is C(Cl)(Cl)Cl.CO.C(O)(=O)C. The product is [NH2:27][C:25]1[NH:24][N:23]=[C:12]([CH2:11][CH2:10][CH2:9][N:8]([C:5]2[CH:6]=[CH:7][C:2]([F:1])=[CH:3][CH:4]=2)[CH2:16][CH2:17][OH:18])[N:26]=1. The yield is 0.450. (5) The reactants are [CH2:1]([Li])CCC.C[Si](C=[N+]=[N-])(C)C.[CH3:13][N:14]1[C:18]([CH:19]=O)=[C:17]([C:21]2[CH:26]=[CH:25][CH:24]=[CH:23][CH:22]=2)[N:16]=[CH:15]1.[Cl-].[NH4+]. The catalyst is C1COCC1. The product is [C:19]([C:18]1[N:14]([CH3:13])[CH:15]=[N:16][C:17]=1[C:21]1[CH:26]=[CH:25][CH:24]=[CH:23][CH:22]=1)#[CH:1]. The yield is 0.340. (6) The reactants are C([O-])(=O)C.[Cs+].Br[C:7]1[CH:12]=[C:11]([F:13])[C:10]([F:14])=[CH:9][C:8]=1[C:15]1[C:19]([CH:20]([CH:35]2[CH2:37][CH2:36]2)[NH:21][S:22]([C:25]2[CH:30]=[CH:29][C:28]([C:31]([F:34])([F:33])[F:32])=[CH:27][CH:26]=2)(=[O:24])=[O:23])=[CH:18][N:17]([CH2:38][O:39][CH2:40][CH2:41][Si:42]([CH3:45])([CH3:44])[CH3:43])[N:16]=1. No catalyst specified. The product is [CH:35]1([CH:20]2[C:19]3=[CH:18][N:17]([CH2:38][O:39][CH2:40][CH2:41][Si:42]([CH3:45])([CH3:44])[CH3:43])[N:16]=[C:15]3[C:8]3[CH:9]=[C:10]([F:14])[C:11]([F:13])=[CH:12][C:7]=3[N:21]2[S:22]([C:25]2[CH:30]=[CH:29][C:28]([C:31]([F:34])([F:33])[F:32])=[CH:27][CH:26]=2)(=[O:24])=[O:23])[CH2:37][CH2:36]1. The yield is 0.650. (7) The reactants are [Cl:1][C:2]1[CH:7]=[C:6]([O:8][C:9]2[C:18]3[C:13](=[CH:14][C:15]([OH:21])=[C:16]([O:19][CH3:20])[CH:17]=3)[N:12]=[CH:11][N:10]=2)[CH:5]=[CH:4][C:3]=1[NH:22][C:23](=[O:29])[N:24]([CH2:27][CH3:28])[CH2:25][CH3:26].C(=O)([O-])[O-].[K+].[K+].CC1C=CC(S(O[CH2:47][CH2:48][N:49]2[CH:53]=[CH:52][N:51]=[N:50]2)(=O)=O)=CC=1.ClC(Cl)(OC(=O)OC(Cl)(Cl)Cl)Cl.C(NCC)C.C(=O)([O-])O.[Na+]. The catalyst is CN(C)C=O.C(Cl)(Cl)Cl.C(N(CC)CC)C.O. The product is [Cl:1][C:2]1[CH:7]=[C:6]([O:8][C:9]2[C:18]3[C:13](=[CH:14][C:15]([O:21][CH2:47][CH2:48][N:49]4[CH:53]=[CH:52][N:51]=[N:50]4)=[C:16]([O:19][CH3:20])[CH:17]=3)[N:12]=[CH:11][N:10]=2)[CH:5]=[CH:4][C:3]=1[NH:22][C:23](=[O:29])[N:24]([CH2:27][CH3:28])[CH2:25][CH3:26]. The yield is 0.290.